From a dataset of Forward reaction prediction with 1.9M reactions from USPTO patents (1976-2016). Predict the product of the given reaction. (1) Given the reactants [N:1]([C:4]([C:24]1[CH:29]=[CH:28][CH:27]=[C:26]([O:30][C:31]([F:34])([F:33])[F:32])[CH:25]=1)([C:13]1[CH:18]=[CH:17][CH:16]=[C:15]([O:19][C:20]([F:23])([F:22])[F:21])[CH:14]=1)[C@H:5]([C:7]1[CH:12]=[CH:11][CH:10]=[CH:9][CH:8]=1)[OH:6])=[N+]=[N-], predict the reaction product. The product is: [NH2:1][C:4]([C:13]1[CH:18]=[CH:17][CH:16]=[C:15]([O:19][C:20]([F:21])([F:22])[F:23])[CH:14]=1)([C:24]1[CH:29]=[CH:28][CH:27]=[C:26]([O:30][C:31]([F:33])([F:34])[F:32])[CH:25]=1)[C@H:5]([C:7]1[CH:12]=[CH:11][CH:10]=[CH:9][CH:8]=1)[OH:6]. (2) Given the reactants Cl[CH2:2][C:3]#[N:4].C(=O)([O-])[O-].[K+].[K+].[I-].[K+].[CH3:13][C:14]1[CH:15]=[C:16]([CH2:21][CH2:22][CH2:23][NH:24][C:25](=[O:36])[CH2:26][C:27]2[CH:32]=[CH:31][C:30]([OH:33])=[C:29]([O:34][CH3:35])[CH:28]=2)[CH:17]=[CH:18][C:19]=1[CH3:20], predict the reaction product. The product is: [C:3]([CH2:2][O:33][C:30]1[CH:31]=[CH:32][C:27]([CH2:26][C:25]([NH:24][CH2:23][CH2:22][CH2:21][C:16]2[CH:17]=[CH:18][C:19]([CH3:20])=[C:14]([CH3:13])[CH:15]=2)=[O:36])=[CH:28][C:29]=1[O:34][CH3:35])#[N:4]. (3) The product is: [ClH:24].[ClH:24].[CH3:1][N:2]([CH3:23])[C@H:3]([C:17]1[CH:22]=[CH:21][CH:20]=[CH:19][CH:18]=1)[C:4]([NH:6][C:7]1[CH:8]=[C:9]2[C:14](=[CH:15][CH:16]=1)[CH:13]=[N:12][CH:11]=[CH:10]2)=[O:5]. Given the reactants [CH3:1][N:2]([CH3:23])[C@H:3]([C:17]1[CH:22]=[CH:21][CH:20]=[CH:19][CH:18]=1)[C:4]([NH:6][C:7]1[CH:8]=[C:9]2[C:14](=[CH:15][CH:16]=1)[CH:13]=[N:12][CH:11]=[CH:10]2)=[O:5].[ClH:24], predict the reaction product. (4) Given the reactants [N:1]1[CH:6]=[CH:5][CH:4]=[CH:3][C:2]=1[C:7]#[C:8][C:9]1[CH:10]=[C:11]([CH:15]=[CH:16][C:17]=1[O:18][C:19]([F:22])([F:21])[F:20])[C:12]([OH:14])=O.[N:23]1[CH:28]=[CH:27][CH:26]=[CH:25][C:24]=1[N:29]1[CH2:34][CH2:33][NH:32][CH2:31][CH2:30]1, predict the reaction product. The product is: [N:23]1[CH:28]=[CH:27][CH:26]=[CH:25][C:24]=1[N:29]1[CH2:30][CH2:31][N:32]([C:12]([C:11]2[CH:15]=[CH:16][C:17]([O:18][C:19]([F:22])([F:21])[F:20])=[C:9]([C:8]#[C:7][C:2]3[CH:3]=[CH:4][CH:5]=[CH:6][N:1]=3)[CH:10]=2)=[O:14])[CH2:33][CH2:34]1. (5) Given the reactants Cl[CH2:2][CH2:3][CH2:4][CH2:5][C:6]1([CH2:17][CH3:18])[C:14]2[C:9](=[CH:10][CH:11]=[C:12]([CH3:15])[CH:13]=2)[NH:8][C:7]1=[O:16].[Cl:19][C:20]1[CH:25]=[CH:24][C:23]([N:26]2[CH2:31][CH2:30][NH:29][CH2:28][CH2:27]2)=[CH:22][CH:21]=1, predict the reaction product. The product is: [Cl:19][C:20]1[CH:21]=[CH:22][C:23]([N:26]2[CH2:31][CH2:30][N:29]([CH2:2][CH2:3][CH2:4][CH2:5][C:6]3([CH2:17][CH3:18])[C:14]4[C:9](=[CH:10][CH:11]=[C:12]([CH3:15])[CH:13]=4)[NH:8][C:7]3=[O:16])[CH2:28][CH2:27]2)=[CH:24][CH:25]=1. (6) Given the reactants C(C1N=C(N2CCC(F)(F)C2)C2C(=NN(CC)N=2)N=1)(C)(C)C.[C:23]([NH:27][C:28]1[N:29]=[C:30]([N:37]2[CH2:41][CH2:40][C:39]([F:43])([F:42])[CH2:38]2)[C:31]2[N:36]=[N:35][NH:34][C:32]=2[N:33]=1)([CH3:26])([CH3:25])[CH3:24].Br[CH2:45][C:46]1[C:50]([CH3:51])=[N:49][O:48][N:47]=1, predict the reaction product. The product is: [C:23]([NH:27][C:28]1[N:29]=[C:30]([N:37]2[CH2:41][CH2:40][C:39]([F:42])([F:43])[CH2:38]2)[C:31]2[C:32](=[N:34][N:35]([CH2:45][C:46]3[C:50]([CH3:51])=[N:49][O:48][N:47]=3)[N:36]=2)[N:33]=1)([CH3:26])([CH3:24])[CH3:25]. (7) Given the reactants [CH:1]1([C:6]([OH:8])=O)[CH2:5][CH2:4][CH2:3][CH2:2]1.CCN(C(C)C)C(C)C.CN([C:21]([O:25][N:26]1N=NC2C=CC=C[C:27]1=2)=[N+](C)C)C.[B-](F)(F)(F)F.Cl.CNOC, predict the reaction product. The product is: [CH3:21][O:25][N:26]([CH3:27])[C:6]([CH:1]1[CH2:5][CH2:4][CH2:3][CH2:2]1)=[O:8].